From a dataset of Full USPTO retrosynthesis dataset with 1.9M reactions from patents (1976-2016). Predict the reactants needed to synthesize the given product. Given the product [N:1]1[CH:2]=[N:3][N:4]2[CH:9]=[C:8]([C:10]3[CH:19]=[C:18]4[C:13]([CH:14]([C:20]5[CH:25]=[CH:24][C:23]([Cl:26])=[C:22]([Cl:27])[CH:21]=5)[CH2:15][N:16]([C:28]([O:30][C:31]([CH3:34])([CH3:33])[CH3:32])=[O:29])[CH2:17]4)=[CH:12][CH:11]=3)[CH:7]=[CH:6][C:5]=12, predict the reactants needed to synthesize it. The reactants are: [N:1]1[CH:2]=[N:3][N:4]2[CH:9]=[C:8]([C:10]3[CH:19]=[C:18]4[C:13]([CH:14]([C:20]5[CH:25]=[CH:24][C:23]([Cl:26])=[C:22]([Cl:27])[CH:21]=5)[CH2:15][NH:16][CH2:17]4)=[CH:12][CH:11]=3)[CH:7]=[CH:6][C:5]=12.[C:28](O[C:28]([O:30][C:31]([CH3:34])([CH3:33])[CH3:32])=[O:29])([O:30][C:31]([CH3:34])([CH3:33])[CH3:32])=[O:29].CCOC(C)=O.CO.